Task: Predict the reactants needed to synthesize the given product.. Dataset: Full USPTO retrosynthesis dataset with 1.9M reactions from patents (1976-2016) (1) Given the product [CH:19]1([NH:22][C:23](=[O:39])[C:24]2[CH:25]=[CH:26][C:27]([O:30][C:31]3[CH:36]=[CH:35][C:34]([CH2:37][N:16]4[CH2:17][CH2:18][CH:13]([N:8]5[C@H:7]([C:1]6[CH:2]=[CH:3][CH:4]=[CH:5][CH:6]=6)[CH2:11][O:10][C:9]5=[S:12])[CH2:14][CH2:15]4)=[CH:33][N:32]=3)=[CH:28][CH:29]=2)[CH2:21][CH2:20]1, predict the reactants needed to synthesize it. The reactants are: [C:1]1([C@@H:7]2[CH2:11][O:10][C:9](=[S:12])[N:8]2[CH:13]2[CH2:18][CH2:17][NH:16][CH2:15][CH2:14]2)[CH:6]=[CH:5][CH:4]=[CH:3][CH:2]=1.[CH:19]1([NH:22][C:23](=[O:39])[C:24]2[CH:29]=[CH:28][C:27]([O:30][C:31]3[CH:36]=[CH:35][C:34]([CH:37]=O)=[CH:33][N:32]=3)=[CH:26][CH:25]=2)[CH2:21][CH2:20]1. (2) Given the product [C:11]([O:15][C:16]([NH:18][C@@H:19]([CH2:34][CH:35]1[CH2:36][CH2:37][CH2:38][CH2:39][CH2:40]1)[C@@H:20]([O:23][Si:24]([CH:25]([CH3:26])[CH3:27])([CH:28]([CH3:29])[CH3:30])[CH:31]([CH3:32])[CH3:33])[CH:21]=[O:22])=[O:17])([CH3:12])([CH3:13])[CH3:14], predict the reactants needed to synthesize it. The reactants are: C(Cl)(=O)C(Cl)=O.CS(C)=O.[C:11]([O:15][C:16]([NH:18][C@@H:19]([CH2:34][CH:35]1[CH2:40][CH2:39][CH2:38][CH2:37][CH2:36]1)[C@@H:20]([O:23][Si:24]([CH:31]([CH3:33])[CH3:32])([CH:28]([CH3:30])[CH3:29])[CH:25]([CH3:27])[CH3:26])[CH2:21][OH:22])=[O:17])([CH3:14])([CH3:13])[CH3:12].CCN(CC)CC. (3) Given the product [F:26][C:27]1[C:34]([CH3:35])=[CH:33][CH:32]=[CH:31][C:28]=1[CH2:29][N:11]1[CH2:12][CH2:13][N:8]([C:14]2[CH:23]=[CH:22][CH:21]=[C:20]3[C:15]=2[C:16]([NH2:25])=[N:17][C:18]([NH2:24])=[N:19]3)[CH2:9][CH2:10]1, predict the reactants needed to synthesize it. The reactants are: C(N(CC)CC)C.[N:8]1([C:14]2[CH:23]=[CH:22][CH:21]=[C:20]3[C:15]=2[C:16]([NH2:25])=[N:17][C:18]([NH2:24])=[N:19]3)[CH2:13][CH2:12][NH:11][CH2:10][CH2:9]1.[F:26][C:27]1[C:34]([CH3:35])=[CH:33][CH:32]=[CH:31][C:28]=1[CH2:29]Br. (4) Given the product [NH2:1][C:2]1[N:3]=[C:4]([CH3:17])[C:5]2[CH:11]=[C:10]([C:12]3[NH:20][N:19]=[N:18][CH:13]=3)[C:9](=[O:14])[N:8]([CH2:15][CH3:16])[C:6]=2[N:7]=1, predict the reactants needed to synthesize it. The reactants are: [NH2:1][C:2]1[N:3]=[C:4]([CH3:17])[C:5]2[CH:11]=[C:10]([C:12]#[CH:13])[C:9](=[O:14])[N:8]([CH2:15][CH3:16])[C:6]=2[N:7]=1.[N-:18]=[N+:19]=[N-:20].[Na+].[Cl-].[NH4+].